From a dataset of Full USPTO retrosynthesis dataset with 1.9M reactions from patents (1976-2016). Predict the reactants needed to synthesize the given product. (1) Given the product [ClH:1].[ClH:1].[F:45][C:16]([F:15])([F:44])[C:17]1[CH:18]=[C:19]([CH:37]=[C:38]([C:40]([F:41])([F:42])[F:43])[CH:39]=1)[C:20]([N:22]1[CH2:27][CH2:26][N:25]([CH2:48][C:11]#[C:10][CH2:9][N:4]2[CH2:5][CH2:6][O:7][CH2:8][C:3]2([CH3:12])[CH3:2])[CH2:24][C@H:23]1[CH2:28][C:29]1[CH:34]=[CH:33][C:32]([CH3:35])=[C:31]([CH3:36])[CH:30]=1)=[O:21], predict the reactants needed to synthesize it. The reactants are: [ClH:1].[CH3:2][C:3]1([CH3:12])[CH2:8][O:7][CH2:6][CH2:5][N:4]1[CH2:9][C:10]#[CH:11].C=O.[F:15][C:16]([F:45])([F:44])[C:17]1[CH:18]=[C:19]([CH:37]=[C:38]([C:40]([F:43])([F:42])[F:41])[CH:39]=1)[C:20]([N:22]1[CH2:27][CH2:26][NH:25][CH2:24][C@H:23]1[CH2:28][C:29]1[CH:34]=[CH:33][C:32]([CH3:35])=[C:31]([CH3:36])[CH:30]=1)=[O:21].[I-].[K+].[C:48](=O)([O-])O.[Na+]. (2) Given the product [CH:50]([C:53]1[CH:58]=[CH:57][C:56]([CH3:59])=[CH:55][C:54]=1[NH:60][C:61]([NH:63][C:27]([NH:24][CH2:23][CH2:22][CH2:21][C:18]1[CH:19]=[CH:20][C:15]([C:12]2[N:13]=[CH:14][N:10]([C:7]3[CH:6]=[CH:5][C:4]([O:3][C:2]([F:1])([F:25])[F:26])=[CH:9][CH:8]=3)[N:11]=2)=[CH:16][CH:17]=1)=[O:30])=[S:62])([CH3:52])[CH3:51], predict the reactants needed to synthesize it. The reactants are: [F:1][C:2]([F:26])([F:25])[O:3][C:4]1[CH:9]=[CH:8][C:7]([N:10]2[CH:14]=[N:13][C:12]([C:15]3[CH:20]=[CH:19][C:18]([CH2:21][CH2:22][CH2:23][NH2:24])=[CH:17][CH:16]=3)=[N:11]2)=[CH:6][CH:5]=1.[C:27](=[O:30])(O)[O-].[Na+].ClC(Cl)(OC(=O)OC(Cl)(Cl)Cl)Cl.C(=O)([O-])[O-].[Cs+].[Cs+].[CH:50]([C:53]1[CH:58]=[CH:57][C:56]([CH3:59])=[CH:55][C:54]=1[NH:60][C:61]([NH2:63])=[S:62])([CH3:52])[CH3:51].